Dataset: Forward reaction prediction with 1.9M reactions from USPTO patents (1976-2016). Task: Predict the product of the given reaction. (1) Given the reactants Cl[C:2]1[C:7]([N+:8]([O-:10])=[O:9])=[CH:6][C:5]([C:11]([CH3:14])([CH3:13])[CH3:12])=[CH:4][N:3]=1.[CH3:15][O-:16].[Na+], predict the reaction product. The product is: [CH3:15][O:16][C:2]1[C:7]([N+:8]([O-:10])=[O:9])=[CH:6][C:5]([C:11]([CH3:14])([CH3:13])[CH3:12])=[CH:4][N:3]=1. (2) Given the reactants C(OC([NH:8][C:9]1[CH:10]=[CH:11][C:12]([CH3:28])=[C:13]([C:15]2[CH:20]=[CH:19][C:18]([C:21]([NH:23][CH2:24][CH:25]3[CH2:27][CH2:26]3)=[O:22])=[CH:17][CH:16]=2)[CH:14]=1)=O)(C)(C)C.[NH2:8][C:9]1[CH:10]=[CH:11][C:12]([CH3:28])=[C:13]([C:15]2[CH:20]=[CH:19][C:18]([C:21]([NH:23][CH2:24][CH:25]3[CH2:27][CH2:26]3)=[O:22])=[CH:17][CH:16]=2)[CH:14]=1.FC(F)(F)C(O)=O, predict the reaction product. The product is: [NH2:8][C:9]1[CH:10]=[CH:11][C:12]([CH3:28])=[C:13]([C:15]2[CH:20]=[CH:19][C:18]([C:21]([NH:23][CH2:24][CH:25]3[CH2:27][CH2:26]3)=[O:22])=[CH:17][CH:16]=2)[CH:14]=1. (3) Given the reactants [OH-].[Na+].[F:3][C:4]1[CH:5]=[CH:6][C:7]([O:44][CH3:45])=[C:8]([C:10]2[CH:15]=[CH:14][N:13]=[C:12]3[N:16](S(C4C=CC=CC=4)(=O)=O)[C:17]([C:19]4[CH2:26][CH:25]5[N:27]([C:28]([O:30][C:31]([CH3:34])([CH3:33])[CH3:32])=[O:29])[CH:21]([CH2:22][O:23][CH2:24]5)[CH:20]=4)=[CH:18][C:11]=23)[CH:9]=1, predict the reaction product. The product is: [F:3][C:4]1[CH:5]=[CH:6][C:7]([O:44][CH3:45])=[C:8]([C:10]2[CH:15]=[CH:14][N:13]=[C:12]3[NH:16][C:17]([C:19]4[CH2:26][CH:25]5[N:27]([C:28]([O:30][C:31]([CH3:32])([CH3:33])[CH3:34])=[O:29])[CH:21]([CH2:22][O:23][CH2:24]5)[CH:20]=4)=[CH:18][C:11]=23)[CH:9]=1. (4) The product is: [Cl:33][C:31]1[CH:32]=[C:24]([NH:23][C:20]([C:13]2[CH:12]([C:3]3[CH:4]=[CH:5][C:6]([C:8]([F:11])([F:10])[F:9])=[CH:7][C:2]=3[F:1])[CH2:17][C:16](=[O:18])[NH:15][C:14]=2[CH3:19])=[O:22])[CH:25]=[C:26]2[C:30]=1[NH:29][N:28]=[CH:27]2. Given the reactants [F:1][C:2]1[CH:7]=[C:6]([C:8]([F:11])([F:10])[F:9])[CH:5]=[CH:4][C:3]=1[CH:12]1[CH2:17][C:16](=[O:18])[NH:15][C:14]([CH3:19])=[C:13]1[C:20]([OH:22])=O.[NH2:23][C:24]1[CH:25]=[C:26]2[C:30](=[C:31]([Cl:33])[CH:32]=1)[NH:29][N:28]=[CH:27]2.C(Cl)CCl.CCN(CC)CC, predict the reaction product. (5) Given the reactants [F:1][C:2]([F:28])([F:27])[CH2:3][C:4]([NH:6][NH:7][C:8]1[CH:13]=[C:12]([N:14]2[CH2:19][CH2:18][CH:17]([C:20]3[CH:25]=[CH:24][CH:23]=[CH:22][C:21]=3[F:26])[CH2:16][CH2:15]2)[N:11]=[CH:10][N:9]=1)=[O:5].C1C(=O)N([Cl:36])C(=O)C1, predict the reaction product. The product is: [Cl:36][C:13]1[C:8]([NH:7][NH:6][C:4](=[O:5])[CH2:3][C:2]([F:27])([F:1])[F:28])=[N:9][CH:10]=[N:11][C:12]=1[N:14]1[CH2:19][CH2:18][CH:17]([C:20]2[CH:25]=[CH:24][CH:23]=[CH:22][C:21]=2[F:26])[CH2:16][CH2:15]1. (6) The product is: [NH:1]1[C:5]2[CH:6]=[CH:7][CH:8]=[CH:9][C:4]=2[N:3]=[C:2]1[CH2:10][N:11]([CH2:22][C:23]1[CH:30]=[CH:29][C:26]([CH2:27][NH:32][CH3:31])=[CH:25][CH:24]=1)[CH:12]1[C:21]2[N:20]=[CH:19][CH:18]=[CH:17][C:16]=2[CH2:15][CH2:14][CH2:13]1. Given the reactants [NH:1]1[C:5]2[CH:6]=[CH:7][CH:8]=[CH:9][C:4]=2[N:3]=[C:2]1[CH2:10][N:11]([CH2:22][C:23]1[CH:30]=[CH:29][C:26]([CH:27]=O)=[CH:25][CH:24]=1)[CH:12]1[C:21]2[N:20]=[CH:19][CH:18]=[CH:17][C:16]=2[CH2:15][CH2:14][CH2:13]1.[CH3:31][NH2:32].[BH4-].[Na+], predict the reaction product. (7) Given the reactants [CH2:1]([O:3][C:4]([C:6]1([C:12]([OH:14])=[O:13])[CH2:10][CH2:9][CH:8]([OH:11])[CH2:7]1)=[O:5])[CH3:2].C(O)(C)C, predict the reaction product. The product is: [CH2:1]([O:3][C:4]([C:6]1([C:12]([OH:14])=[O:13])[CH2:10][CH2:9][C:8](=[O:11])[CH2:7]1)=[O:5])[CH3:2].